This data is from Full USPTO retrosynthesis dataset with 1.9M reactions from patents (1976-2016). The task is: Predict the reactants needed to synthesize the given product. Given the product [F:21][C:2]([F:1])([F:20])[C:3]1[CH:7]=[C:6]([C:8]([F:9])([F:10])[F:11])[N:5]([C:12]2[CH:13]=[CH:14][C:15]([CH:18]=[O:19])=[CH:16][CH:17]=2)[N:4]=1, predict the reactants needed to synthesize it. The reactants are: [F:1][C:2]([F:21])([F:20])[C:3]1[CH:7]=[C:6]([C:8]([F:11])([F:10])[F:9])[N:5]([C:12]2[CH:17]=[CH:16][C:15]([CH2:18][OH:19])=[CH:14][CH:13]=2)[N:4]=1.